This data is from Full USPTO retrosynthesis dataset with 1.9M reactions from patents (1976-2016). The task is: Predict the reactants needed to synthesize the given product. Given the product [CH:1]1([C@@H:4]2[C@@:9]([CH3:10])([OH:11])[C@H:8]([OH:12])[CH2:7][C@H:6]([C:13]3[CH:18]=[CH:17][N:16]=[CH:15][C:14]=3[N+:19]([O-:21])=[O:20])[O:5]2)[CH2:2][CH2:3]1, predict the reactants needed to synthesize it. The reactants are: [CH:1]1([C@@H:4]2[C@:9]([OH:11])([CH3:10])[C:8](=[O:12])[CH2:7][C@H:6]([C:13]3[CH:18]=[CH:17][N:16]=[CH:15][C:14]=3[N+:19]([O-:21])=[O:20])[O:5]2)[CH2:3][CH2:2]1.[BH4-].[Na+].